Dataset: Full USPTO retrosynthesis dataset with 1.9M reactions from patents (1976-2016). Task: Predict the reactants needed to synthesize the given product. Given the product [CH3:34][O:33][N:32]([CH3:31])[C:16]([C:14]1[CH:13]=[CH:12][C:10]2[N:11]=[C:7]([C:1]3[CH:2]=[CH:3][CH:4]=[CH:5][CH:6]=3)[O:8][C:9]=2[CH:15]=1)=[O:18], predict the reactants needed to synthesize it. The reactants are: [C:1]1([C:7]2[O:8][C:9]3[CH:15]=[C:14]([C:16]([OH:18])=O)[CH:13]=[CH:12][C:10]=3[N:11]=2)[CH:6]=[CH:5][CH:4]=[CH:3][CH:2]=1.C1N=CN(C(N2C=NC=C2)=O)C=1.[CH3:31][NH:32][O:33][CH3:34].Cl.